Dataset: Catalyst prediction with 721,799 reactions and 888 catalyst types from USPTO. Task: Predict which catalyst facilitates the given reaction. (1) Reactant: [CH2:1]([N:3]1[C:11]2[N:10]=[C:9]([Cl:12])[N:8](CC=C)[C:7]=2[C:6](=[O:16])[NH:5][C:4]1=[O:17])[CH3:2].C(=O)([O-])[O-].[K+].[K+].Cl[CH2:25][CH2:26][CH2:27][CH2:28][CH2:29][C:30]1[O:31][C:32]2[CH:38]=[CH:37][CH:36]=[CH:35][C:33]=2[N:34]=1.N1CCOCC1. Product: [O:31]1[C:32]2[CH:38]=[CH:37][CH:36]=[CH:35][C:33]=2[N:34]=[C:30]1[CH2:29][CH2:28][CH2:27][CH2:26][CH2:25][N:5]1[C:6](=[O:16])[C:7]2[NH:8][C:9]([Cl:12])=[N:10][C:11]=2[N:3]([CH2:1][CH3:2])[C:4]1=[O:17]. The catalyst class is: 128. (2) Reactant: [NH2:1][C:2]1[CH:7]=[CH:6][C:5]([C:8]2[CH:9]([CH3:15])[CH2:10][C:11](=[O:14])[NH:12][N:13]=2)=[CH:4][C:3]=1[OH:16].[C:17](O)(=O)[C:18]1[CH:23]=[CH:22][CH:21]=[CH:20][CH:19]=1.C1(P(C2C=CC=CC=2)C2C=CC=CC=2)C=CC=CC=1.ClC(Cl)(Cl)C#N. Product: [CH3:15][CH:9]1[C:8]([C:5]2[CH:6]=[CH:7][C:2]3[N:1]=[C:17]([C:18]4[CH:23]=[CH:22][CH:21]=[CH:20][CH:19]=4)[O:16][C:3]=3[CH:4]=2)=[N:13][NH:12][C:11](=[O:14])[CH2:10]1. The catalyst class is: 10. (3) Reactant: [CH3:1][S:2]([C:5]1[CH:22]=[CH:21][C:8]([CH2:9][C:10]2[N:14]=[C:13]([CH:15]3[CH2:20][CH2:19][NH:18][CH2:17][CH2:16]3)[O:12][N:11]=2)=[CH:7][CH:6]=1)(=[O:4])=[O:3].CSC1C=CC(CC2N=C(C3CCN([C:41]([O:43][C:44]([CH3:47])([CH3:46])[CH3:45])=[O:42])CC3)ON=2)=CC=1.ClC1C=CC=C(C(OO)=O)C=1.S(S([O-])=O)([O-])(=O)=O.[Na+].[Na+]. Product: [CH3:1][S:2]([C:5]1[CH:6]=[CH:7][C:8]([CH2:9][C:10]2[N:14]=[C:13]([CH:15]3[CH2:20][CH2:19][N:18]([C:41]([O:43][C:44]([CH3:47])([CH3:46])[CH3:45])=[O:42])[CH2:17][CH2:16]3)[O:12][N:11]=2)=[CH:21][CH:22]=1)(=[O:3])=[O:4]. The catalyst class is: 4.